The task is: Predict the reactants needed to synthesize the given product.. This data is from Full USPTO retrosynthesis dataset with 1.9M reactions from patents (1976-2016). (1) Given the product [Cl:1][C:2]1[C:10]([C:11]#[N:12])=[CH:9][CH:8]=[C:7]2[C:3]=1[CH:4]=[C:5]([CH3:13])[N:6]2[CH2:15][CH2:16][O:17][C:18]1[CH:23]=[CH:22][C:21]([NH:24][C:25](=[O:27])[CH3:26])=[CH:20][CH:19]=1, predict the reactants needed to synthesize it. The reactants are: [Cl:1][C:2]1[C:10]([C:11]#[N:12])=[CH:9][CH:8]=[C:7]2[C:3]=1[CH:4]=[C:5]([CH3:13])[NH:6]2.Br[CH2:15][CH2:16][O:17][C:18]1[CH:23]=[CH:22][C:21]([NH:24][C:25](=[O:27])[CH3:26])=[CH:20][CH:19]=1. (2) Given the product [S:10]([O-:14])([O-:13])(=[O:12])=[O:11].[Na+:6].[Na+:6].[Si:1]([O-:5])([O-:4])([O-:3])[O-:2].[Na+:6].[Na+:6].[Na+:6].[Na+:6], predict the reactants needed to synthesize it. The reactants are: [Si:1]([O-:5])([O-:4])([O-:3])[O-:2].[Na+:6].[Na+].[Na+].[Na+].[S:10]([O-:14])([O-:13])(=[O:12])=[O:11].[Al+3].[S:10]([O-:14])([O-:13])(=[O:12])=[O:11].[S:10]([O-:14])([O-:13])(=[O:12])=[O:11].[Al+3].